This data is from Catalyst prediction with 721,799 reactions and 888 catalyst types from USPTO. The task is: Predict which catalyst facilitates the given reaction. (1) Product: [C:10]([C:4]1[C:5](=[O:9])[N:6]([CH:13]([CH3:19])[C:14]([O:16][CH2:17][CH3:18])=[O:15])[CH:7]=[CH:8][C:3]=1[O:2][CH3:1])#[N:11]. Reactant: [CH3:1][O:2][C:3]1[CH:8]=[CH:7][NH:6][C:5](=[O:9])[C:4]=1[C:10]#[N:11].Br[CH:13]([CH3:19])[C:14]([O:16][CH2:17][CH3:18])=[O:15].C(=O)([O-])[O-].[Cs+].[Cs+].CN(C)C=O. The catalyst class is: 6. (2) Reactant: F[C:2](F)(F)[C:3](O)=[O:4].[CH2:8]([O:10][C:11]([N:13]1[CH2:18][CH2:17][N:16]([C:19](=[O:53])[C@@H:20]([NH:23][C:24]([C:26]2[CH:30]=[C:29]([O:31][CH2:32][C:33]([N:35]3[CH2:39][CH2:38][CH2:37][C@H:36]3[C:40](=[O:46])[NH:41][CH:42]3[CH2:45][CH2:44][CH2:43]3)=[O:34])[N:28]([C:47]3[CH:52]=[CH:51][CH:50]=[CH:49][CH:48]=3)[N:27]=2)=[O:25])[CH2:21][NH2:22])[CH2:15][CH2:14]1)=[O:12])[CH3:9].N1C=CC=CC=1.CC(OC(C)=O)=O. Product: [CH2:8]([O:10][C:11]([N:13]1[CH2:18][CH2:17][N:16]([C:19](=[O:53])[C@@H:20]([NH:23][C:24]([C:26]2[CH:30]=[C:29]([O:31][CH2:32][C:33]([N:35]3[CH2:39][CH2:38][CH2:37][C@H:36]3[C:40](=[O:46])[NH:41][CH:42]3[CH2:45][CH2:44][CH2:43]3)=[O:34])[N:28]([C:47]3[CH:52]=[CH:51][CH:50]=[CH:49][CH:48]=3)[N:27]=2)=[O:25])[CH2:21][NH:22][C:3](=[O:4])[CH3:2])[CH2:15][CH2:14]1)=[O:12])[CH3:9]. The catalyst class is: 154.